From a dataset of Reaction yield outcomes from USPTO patents with 853,638 reactions. Predict the reaction yield, written as a fraction of the theoretical maximum amount of product (1.0 means a 100% yield; for example, 0.34 means a 34% yield). The reactants are [Cl:1][C:2]1[C:3]([CH:14]=O)=[N:4][CH:5]=[C:6]([N:8]([CH3:13])[CH:9]([CH3:12])[CH2:10][CH3:11])[N:7]=1.[CH2:16]([NH:23][CH2:24][C@@H:25]([OH:29])[CH2:26][O:27][CH3:28])[C:17]1[CH:22]=[CH:21][CH:20]=[CH:19][CH:18]=1.C(O[BH-](OC(=O)C)OC(=O)C)(=O)C.[Na+].C(=O)([O-])O.[Na+]. The catalyst is C(#N)C.C(O)(=O)C. The product is [CH2:16]([N:23]([CH2:14][C:3]1[C:2]([Cl:1])=[N:7][C:6]([N:8]([CH3:13])[CH:9]([CH3:12])[CH2:10][CH3:11])=[CH:5][N:4]=1)[CH2:24][C@@H:25]([OH:29])[CH2:26][O:27][CH3:28])[C:17]1[CH:22]=[CH:21][CH:20]=[CH:19][CH:18]=1. The yield is 0.640.